This data is from Full USPTO retrosynthesis dataset with 1.9M reactions from patents (1976-2016). The task is: Predict the reactants needed to synthesize the given product. The reactants are: C(C1N=C[NH:6][N:5]=1)(C)C.[CH2:9]=O.C([N:13]([CH2:16][CH3:17])[CH2:14][CH3:15])C.C[C:19](C)=[O:20]. Given the product [CH:16]([N:13]1[CH:14]=[CH:15][N:6]([CH2:19][OH:20])[NH:5]1)([CH3:17])[CH3:9], predict the reactants needed to synthesize it.